The task is: Regression. Given two drug SMILES strings and cell line genomic features, predict the synergy score measuring deviation from expected non-interaction effect.. This data is from NCI-60 drug combinations with 297,098 pairs across 59 cell lines. (1) Synergy scores: CSS=-7.68, Synergy_ZIP=-0.205, Synergy_Bliss=-6.47, Synergy_Loewe=-9.12, Synergy_HSA=-8.94. Drug 1: CNC(=O)C1=CC=CC=C1SC2=CC3=C(C=C2)C(=NN3)C=CC4=CC=CC=N4. Cell line: DU-145. Drug 2: CCCCCOC(=O)NC1=NC(=O)N(C=C1F)C2C(C(C(O2)C)O)O. (2) Drug 1: CNC(=O)C1=CC=CC=C1SC2=CC3=C(C=C2)C(=NN3)C=CC4=CC=CC=N4. Drug 2: CC1C(C(CC(O1)OC2CC(CC3=C2C(=C4C(=C3O)C(=O)C5=C(C4=O)C(=CC=C5)OC)O)(C(=O)C)O)N)O.Cl. Cell line: SK-MEL-2. Synergy scores: CSS=31.1, Synergy_ZIP=13.8, Synergy_Bliss=11.7, Synergy_Loewe=0.861, Synergy_HSA=10.2. (3) Drug 1: C1=CC(=CC=C1CCCC(=O)O)N(CCCl)CCCl. Drug 2: CCN(CC)CCNC(=O)C1=C(NC(=C1C)C=C2C3=C(C=CC(=C3)F)NC2=O)C. Cell line: OVCAR-4. Synergy scores: CSS=-7.48, Synergy_ZIP=0.233, Synergy_Bliss=-7.46, Synergy_Loewe=-8.47, Synergy_HSA=-8.79. (4) Drug 1: CC(C1=C(C=CC(=C1Cl)F)Cl)OC2=C(N=CC(=C2)C3=CN(N=C3)C4CCNCC4)N. Drug 2: CCC1=C2CN3C(=CC4=C(C3=O)COC(=O)C4(CC)O)C2=NC5=C1C=C(C=C5)O. Cell line: SK-MEL-2. Synergy scores: CSS=13.2, Synergy_ZIP=-2.74, Synergy_Bliss=-1.18, Synergy_Loewe=-10.9, Synergy_HSA=-2.66. (5) Drug 1: CC1CCC2CC(C(=CC=CC=CC(CC(C(=O)C(C(C(=CC(C(=O)CC(OC(=O)C3CCCCN3C(=O)C(=O)C1(O2)O)C(C)CC4CCC(C(C4)OC)OCCO)C)C)O)OC)C)C)C)OC. Drug 2: CC1=C(C(=O)C2=C(C1=O)N3CC4C(C3(C2COC(=O)N)OC)N4)N. Cell line: MOLT-4. Synergy scores: CSS=51.1, Synergy_ZIP=-5.58, Synergy_Bliss=-4.07, Synergy_Loewe=-5.38, Synergy_HSA=-1.52. (6) Drug 1: CC(C)(C#N)C1=CC(=CC(=C1)CN2C=NC=N2)C(C)(C)C#N. Drug 2: C1CNP(=O)(OC1)N(CCCl)CCCl. Cell line: PC-3. Synergy scores: CSS=-6.73, Synergy_ZIP=3.34, Synergy_Bliss=0.611, Synergy_Loewe=-5.16, Synergy_HSA=-5.80. (7) Drug 1: CN(CCCl)CCCl.Cl. Drug 2: CC1C(C(CC(O1)OC2CC(CC3=C2C(=C4C(=C3O)C(=O)C5=C(C4=O)C(=CC=C5)OC)O)(C(=O)CO)O)N)O.Cl. Cell line: UACC62. Synergy scores: CSS=59.0, Synergy_ZIP=-6.27, Synergy_Bliss=-3.25, Synergy_Loewe=-0.435, Synergy_HSA=0.598.